From a dataset of Experimentally validated miRNA-target interactions with 360,000+ pairs, plus equal number of negative samples. Binary Classification. Given a miRNA mature sequence and a target amino acid sequence, predict their likelihood of interaction. (1) The miRNA is hsa-miR-6846-5p with sequence UGGGGGCUGGAUGGGGUAGAGU. The protein sequence of the target gene is MKVTVCFGRTGIVVPCKEGQLRVGELTQQALQRYLKTREKGPGYWVKIHHLEYTDGGILDPDDVLADVVEDKDKLIAVFEEQEPLHKIESPSGNPADRQSPDAFETEVAAQLAAFKPIGGEIEVTPSALKLGTPLLVRRSSDPVPGPPADTQPSASHPGGQSLKLVVPDSTQNLEDREVLNGVQTELLTSPRTKDTLSDMTRTVEISGEGGPLGIHVVPFFSSLSGRILGLFIRGIEDNSRSKREGLFHENECIVKINNVDLVDKTFAQAQDVFRQAMKSPSVLLHVLPPQNREQYEKSV.... Result: 0 (no interaction). (2) The miRNA is hsa-miR-1247-5p with sequence ACCCGUCCCGUUCGUCCCCGGA. The protein sequence of the target gene is MASTNTNLQKAIDLASKAAQEDKAGNYEEALQLYQHAVQYFLHVVKYEAQGDKAKQSIRAKCTEYLDRAEKLKEYLKKKEKKPQKPVKEEQSGPVDEKGNDSDGEAESDDPEKKKLQNQLQGAIVIERPNVKWSDVAGLEGAKEALKEAVILPIKFPHLFTGKRTPWRGILLFGPPGTGKSYLAKAVATEANNSTFFSISSSDLVSKWLGESEKLVKNLFQLARENKPSIIFIDEIDSLCGSRSENESEAARRIKTEFLVQMQGVGVDNDGILVLGATNIPWVLDSAIRRRFEKRIYIPL.... Result: 0 (no interaction).